From a dataset of Merck oncology drug combination screen with 23,052 pairs across 39 cell lines. Regression. Given two drug SMILES strings and cell line genomic features, predict the synergy score measuring deviation from expected non-interaction effect. (1) Drug 1: CCC1(O)CC2CN(CCc3c([nH]c4ccccc34)C(C(=O)OC)(c3cc4c(cc3OC)N(C)C3C(O)(C(=O)OC)C(OC(C)=O)C5(CC)C=CCN6CCC43C65)C2)C1. Drug 2: CC1(c2nc3c(C(N)=O)cccc3[nH]2)CCCN1. Cell line: CAOV3. Synergy scores: synergy=-38.1. (2) Drug 1: N.N.O=C(O)C1(C(=O)O)CCC1.[Pt]. Drug 2: COC1CC2CCC(C)C(O)(O2)C(=O)C(=O)N2CCCCC2C(=O)OC(C(C)CC2CCC(OP(C)(C)=O)C(OC)C2)CC(=O)C(C)C=C(C)C(O)C(OC)C(=O)C(C)CC(C)C=CC=CC=C1C. Cell line: ES2. Synergy scores: synergy=19.7.